Dataset: Retrosynthesis with 50K atom-mapped reactions and 10 reaction types from USPTO. Task: Predict the reactants needed to synthesize the given product. Given the product CCCCOC(=O)C1CCC=CC1OC(C)=O, predict the reactants needed to synthesize it. The reactants are: C=CC(=O)OCCCC.C=CC=COC(C)=O.